This data is from Peptide-MHC class I binding affinity with 185,985 pairs from IEDB/IMGT. The task is: Regression. Given a peptide amino acid sequence and an MHC pseudo amino acid sequence, predict their binding affinity value. This is MHC class I binding data. (1) The peptide sequence is LSILLRDWL. The MHC is H-2-Db with pseudo-sequence H-2-Db. The binding affinity (normalized) is 0.722. (2) The peptide sequence is FTYYPTNKL. The MHC is HLA-A02:01 with pseudo-sequence HLA-A02:01. The binding affinity (normalized) is 0.311. (3) The peptide sequence is IPSIQSRGL. The MHC is HLA-B07:02 with pseudo-sequence HLA-B07:02. The binding affinity (normalized) is 0.926. (4) The peptide sequence is QYNRYLALY. The MHC is HLA-A26:01 with pseudo-sequence HLA-A26:01. The binding affinity (normalized) is 0.352. (5) The peptide sequence is LSSISLALV. The MHC is H-2-Db with pseudo-sequence H-2-Db. The binding affinity (normalized) is 0.142. (6) The peptide sequence is SETLLPLTQY. The MHC is HLA-B40:01 with pseudo-sequence HLA-B40:01. The binding affinity (normalized) is 0.124.